From a dataset of CYP3A4 inhibition data for predicting drug metabolism from PubChem BioAssay. Regression/Classification. Given a drug SMILES string, predict its absorption, distribution, metabolism, or excretion properties. Task type varies by dataset: regression for continuous measurements (e.g., permeability, clearance, half-life) or binary classification for categorical outcomes (e.g., BBB penetration, CYP inhibition). Dataset: cyp3a4_veith. (1) The drug is c1cncc(-c2ccc3ncnc(N4CCNCC4)c3c2)c1. The result is 1 (inhibitor). (2) The compound is Cc1ccc(NC(=O)CCC(=O)c2ccc(F)cc2)cc1Cl. The result is 1 (inhibitor). (3) The compound is Cc1ccc(Nc2c([N+](=O)[O-])cc([N+](=O)[O-])c3cccnc23)c(C)c1. The result is 0 (non-inhibitor). (4) The molecule is C#CCCCO/N=C1/C[C@@H](O)[C@@H](O)[C@@H]2[C@@H]3C(=O)N(C4CCCCC4)C(=O)[C@H]3CC[C@@H]12. The result is 1 (inhibitor).